From a dataset of Reaction yield outcomes from USPTO patents with 853,638 reactions. Predict the reaction yield, written as a fraction of the theoretical maximum amount of product (1.0 means a 100% yield; for example, 0.34 means a 34% yield). (1) The reactants are [C:1]1(C)[CH:6]=[CH:5][C:4](S(O)(=O)=O)=[CH:3][CH:2]=1.[CH2:12]([OH:16])[CH2:13][CH2:14][OH:15]. No catalyst specified. The product is [O:15]1[C:1]2([CH:2]=[CH:3][C:4]3([O:16][CH2:12][CH2:13][CH2:14][O:15]3)[CH:5]=[CH:6]2)[O:16][CH2:12][CH2:13][CH2:14]1. The yield is 0.823. (2) The reactants are Br[C:2]1[CH:24]=[CH:23][C:5]2[C:6]3[N:7]([CH:11]=[C:12]([C:14]4[N:18]([CH:19]([CH3:21])[CH3:20])[N:17]=[C:16]([CH3:22])[N:15]=4)[N:13]=3)[CH2:8][CH2:9][O:10][C:4]=2[CH:3]=1.[CH3:25][N:26](C=O)C. The catalyst is CCOC(C)=O.[C-]#N.[Zn+2].[C-]#N.CC(P(C(C)(C)C)C1C=CC(N(C)C)=CC=1)(C)C.CC(P(C(C)(C)C)C1C=CC(N(C)C)=CC=1)(C)C.Cl[Pd]Cl. The product is [CH:19]([N:18]1[C:14]([C:12]2[N:13]=[C:6]3[C:5]4[CH:23]=[CH:24][C:2]([C:25]#[N:26])=[CH:3][C:4]=4[O:10][CH2:9][CH2:8][N:7]3[CH:11]=2)=[N:15][C:16]([CH3:22])=[N:17]1)([CH3:21])[CH3:20]. The yield is 0.590. (3) The product is [CH3:8][C:2]([C:9]1[NH:10][C:11]2[C:16]([CH:17]=1)=[CH:15][C:14]([N+:18]([O-:20])=[O:19])=[CH:13][CH:12]=2)([CH3:1])[C:3]([OH:5])=[O:4]. The yield is 0.990. The catalyst is C1COCC1.O. The reactants are [CH3:1][C:2]([C:9]1[NH:10][C:11]2[C:16]([CH:17]=1)=[CH:15][C:14]([N+:18]([O-:20])=[O:19])=[CH:13][CH:12]=2)([CH3:8])[C:3]([O:5]CC)=[O:4].O[Li].O.Cl. (4) The reactants are [CH2:1]([N:3]1[CH2:8][CH2:7][N:6]([C:9]2[C:14]3[CH:15]=[CH:16][S:17][C:13]=3[CH:12]=[C:11]([C:18]3[CH:23]=[CH:22][C:21]([O:24][CH2:25][CH:26]([O:28][Si](C(C)(C)C)(C4C=CC=CC=4)C4C=CC=CC=4)[CH3:27])=[CH:20][CH:19]=3)[N:10]=2)[CH2:5][CH2:4]1)[CH3:2].[F-].C([N+](CCCC)(CCCC)CCCC)CCC.C1COCC1. The catalyst is C1COCC1. The product is [CH2:1]([N:3]1[CH2:8][CH2:7][N:6]([C:9]2[C:14]3[CH:15]=[CH:16][S:17][C:13]=3[CH:12]=[C:11]([C:18]3[CH:23]=[CH:22][C:21]([O:24][CH2:25][CH:26]([OH:28])[CH3:27])=[CH:20][CH:19]=3)[N:10]=2)[CH2:5][CH2:4]1)[CH3:2]. The yield is 0.780.